Predict the reactants needed to synthesize the given product. From a dataset of Full USPTO retrosynthesis dataset with 1.9M reactions from patents (1976-2016). Given the product [NH2:50][C:51]1[C:52]([C:53](=[O:54])[NH2:55])=[CH:56][CH:57]=[CH:58][C:59]=1[NH:60][C:18]([CH:9]1[CH2:10][CH2:11][C:12]2[C:17](=[CH:16][CH:15]=[CH:14][CH:13]=2)[N:8]1[C:6]([O:5][CH2:1][C:4]1[CH:35]=[CH:34][CH:33]=[CH:38][CH:37]=1)=[O:7])=[O:20], predict the reactants needed to synthesize it. The reactants are: [C:1]([O:5][C:6]([N:8]1[C:17]2[C:12](=[CH:13][CH:14]=[CH:15][CH:16]=2)[CH2:11][CH2:10][CH:9]1[C:18]([OH:20])=O)=[O:7])([CH3:4])(C)C.CCN=C=NCCCN(C)C.Cl.[CH:33]1[CH:34]=[CH:35]C2N(O)N=N[C:37]=2[CH:38]=1.C(N(CC)CC)C.[NH2:50][C:51]1[C:59]([NH2:60])=[CH:58][CH:57]=[CH:56][C:52]=1[C:53]([NH2:55])=[O:54].